This data is from Full USPTO retrosynthesis dataset with 1.9M reactions from patents (1976-2016). The task is: Predict the reactants needed to synthesize the given product. (1) Given the product [CH2:1]([N:3]([CH2:14][CH3:15])[S:4]([C:7]1[CH:12]=[CH:11][C:10]([C:37]2[CH:38]=[C:33]3[N:32]=[C:31]([CH2:30][CH2:29][C:25]4[CH:24]=[C:23]([O:22][CH3:21])[CH:28]=[CH:27][N:26]=4)[NH:40][C:34]3=[N:35][CH:36]=2)=[CH:9][CH:8]=1)(=[O:6])=[O:5])[CH3:2], predict the reactants needed to synthesize it. The reactants are: [CH2:1]([N:3]([CH2:14][CH3:15])[S:4]([C:7]1[CH:12]=[CH:11][C:10](Br)=[CH:9][CH:8]=1)(=[O:6])=[O:5])[CH3:2].C([O-])(=O)C.[K+].[CH3:21][O:22][C:23]1[CH:28]=[CH:27][N:26]=[C:25]([CH2:29][CH2:30][C:31]2[NH:40][C:34]3=[N:35][CH:36]=[C:37](I)[CH:38]=[C:33]3[N:32]=2)[CH:24]=1.C(=O)([O-])[O-].[K+].[K+].[Cl-].[Li+]. (2) Given the product [S:1]([C:5]1[CH:6]=[CH:7][C:8]([C:11]2[CH2:12][CH2:13][CH2:14][C:15]3[CH:28]=[C:27]([O:29][CH3:30])[CH:26]=[CH:25][C:16]=3[C:17]=2[CH2:18][CH2:19][CH2:20][CH2:21][CH2:22][CH2:23][OH:24])=[CH:9][CH:10]=1)([CH3:4])(=[O:3])=[O:2], predict the reactants needed to synthesize it. The reactants are: [S:1]([C:5]1[CH:10]=[CH:9][C:8]([C:11]2[CH2:12][CH2:13][CH2:14][C:15]3[CH:28]=[C:27]([O:29][CH3:30])[CH:26]=[CH:25][C:16]=3[C:17]=2[C:18]#[C:19][CH2:20][CH2:21][CH2:22][CH2:23][OH:24])=[CH:7][CH:6]=1)([CH3:4])(=[O:3])=[O:2].C(OCC)(=O)C. (3) Given the product [Cl:20][C:6]1[CH:5]=[N:4][CH:3]=[C:2]([Cl:1])[C:7]=1[S:8][C:9]1[S:13][C:12]([C:14]([NH:29][CH2:28][C:27]2[CH:30]=[CH:31][C:24]([N:23]([CH3:32])[CH3:22])=[CH:25][CH:26]=2)=[O:16])=[CH:11][C:10]=1[N+:17]([O-:19])=[O:18], predict the reactants needed to synthesize it. The reactants are: [Cl:1][C:2]1[CH:3]=[N:4][CH:5]=[C:6]([Cl:20])[C:7]=1[S:8][C:9]1[S:13][C:12]([C:14]([OH:16])=O)=[CH:11][C:10]=1[N+:17]([O-:19])=[O:18].Cl.[CH3:22][N:23]([CH3:32])[C:24]1[CH:31]=[CH:30][C:27]([CH2:28][NH2:29])=[CH:26][CH:25]=1. (4) Given the product [CH3:1][O:2][C:3](=[O:28])[C:4]1[CH:9]=[C:8]([Sn:30]([CH3:36])([CH3:35])[CH3:29])[CH:7]=[C:6]([C:11](=[O:27])[C:12]2[CH:17]=[CH:16][C:15]([N:18]([C:20]3[CH:25]=[CH:24][C:23]([Cl:26])=[CH:22][CH:21]=3)[CH3:19])=[CH:14][N:13]=2)[CH:5]=1, predict the reactants needed to synthesize it. The reactants are: [CH3:1][O:2][C:3](=[O:28])[C:4]1[CH:9]=[C:8](I)[CH:7]=[C:6]([C:11](=[O:27])[C:12]2[CH:17]=[CH:16][C:15]([N:18]([C:20]3[CH:25]=[CH:24][C:23]([Cl:26])=[CH:22][CH:21]=3)[CH3:19])=[CH:14][N:13]=2)[CH:5]=1.[CH3:29][Sn:30]([CH3:36])([CH3:35])[Sn:30]([CH3:36])([CH3:35])[CH3:29]. (5) Given the product [CH:13]([O:12][C:7]1[CH:6]=[C:5]([C:16]([F:19])([F:18])[F:17])[C:4]2[C:9](=[CH:10][CH:11]=[C:2]([C:20]([OH:23])=[O:22])[CH:3]=2)[N:8]=1)([CH3:15])[CH3:14], predict the reactants needed to synthesize it. The reactants are: Br[C:2]1[CH:3]=[C:4]2[C:9](=[CH:10][CH:11]=1)[N:8]=[C:7]([O:12][CH:13]([CH3:15])[CH3:14])[CH:6]=[C:5]2[C:16]([F:19])([F:18])[F:17].[C:20]([O:23]CC)(=[O:22])C.O.